Dataset: NCI-60 drug combinations with 297,098 pairs across 59 cell lines. Task: Regression. Given two drug SMILES strings and cell line genomic features, predict the synergy score measuring deviation from expected non-interaction effect. (1) Drug 1: CC(C1=C(C=CC(=C1Cl)F)Cl)OC2=C(N=CC(=C2)C3=CN(N=C3)C4CCNCC4)N. Drug 2: CN(CCCl)CCCl.Cl. Cell line: HOP-62. Synergy scores: CSS=8.02, Synergy_ZIP=-0.950, Synergy_Bliss=4.61, Synergy_Loewe=2.18, Synergy_HSA=2.14. (2) Drug 1: CC1C(C(CC(O1)OC2CC(CC3=C2C(=C4C(=C3O)C(=O)C5=C(C4=O)C(=CC=C5)OC)O)(C(=O)CO)O)N)O.Cl. Drug 2: C1C(C(OC1N2C=NC3=C2NC=NCC3O)CO)O. Cell line: HS 578T. Synergy scores: CSS=-0.141, Synergy_ZIP=0.610, Synergy_Bliss=2.39, Synergy_Loewe=-1.74, Synergy_HSA=-1.61. (3) Drug 1: C1CCC(CC1)NC(=O)N(CCCl)N=O. Drug 2: C1=NC(=NC(=O)N1C2C(C(C(O2)CO)O)O)N. Cell line: U251. Synergy scores: CSS=27.0, Synergy_ZIP=-8.49, Synergy_Bliss=-1.30, Synergy_Loewe=-1.26, Synergy_HSA=-1.11. (4) Synergy scores: CSS=2.07, Synergy_ZIP=-7.16, Synergy_Bliss=-9.51, Synergy_Loewe=-13.6, Synergy_HSA=-13.5. Drug 1: C1=CC(=CC=C1CC(C(=O)O)N)N(CCCl)CCCl.Cl. Cell line: RPMI-8226. Drug 2: CN(C(=O)NC(C=O)C(C(C(CO)O)O)O)N=O. (5) Drug 1: CN(C)C1=NC(=NC(=N1)N(C)C)N(C)C. Drug 2: CCC(=C(C1=CC=CC=C1)C2=CC=C(C=C2)OCCN(C)C)C3=CC=CC=C3.C(C(=O)O)C(CC(=O)O)(C(=O)O)O. Cell line: BT-549. Synergy scores: CSS=-5.15, Synergy_ZIP=2.06, Synergy_Bliss=2.36, Synergy_Loewe=-3.99, Synergy_HSA=-3.31. (6) Drug 1: C1=CC(=CC=C1CCCC(=O)O)N(CCCl)CCCl. Drug 2: C(CCl)NC(=O)N(CCCl)N=O. Cell line: NCI-H460. Synergy scores: CSS=18.0, Synergy_ZIP=-13.4, Synergy_Bliss=-8.69, Synergy_Loewe=-20.0, Synergy_HSA=-6.83. (7) Drug 2: C1=CC(=CC=C1CCC2=CNC3=C2C(=O)NC(=N3)N)C(=O)NC(CCC(=O)O)C(=O)O. Drug 1: CC12CCC3C(C1CCC2=O)CC(=C)C4=CC(=O)C=CC34C. Synergy scores: CSS=70.1, Synergy_ZIP=1.34, Synergy_Bliss=-2.44, Synergy_Loewe=-1.73, Synergy_HSA=-1.66. Cell line: CCRF-CEM.